This data is from Catalyst prediction with 721,799 reactions and 888 catalyst types from USPTO. The task is: Predict which catalyst facilitates the given reaction. Reactant: [F-].C([N+](CCCC)(CCCC)CCCC)CCC.[CH2:19]([O:26][C:27](=[O:45])[NH:28][CH:29]1[CH2:36][CH2:35][CH2:34][CH:33]([O:37][Si](C(C)(C)C)(C)C)[CH2:32][CH2:31][CH2:30]1)[C:20]1[CH:25]=[CH:24][CH:23]=[CH:22][CH:21]=1. Product: [CH2:19]([O:26][C:27](=[O:45])[NH:28][CH:29]1[CH2:30][CH2:31][CH2:32][CH:33]([OH:37])[CH2:34][CH2:35][CH2:36]1)[C:20]1[CH:21]=[CH:22][CH:23]=[CH:24][CH:25]=1. The catalyst class is: 7.